Dataset: Catalyst prediction with 721,799 reactions and 888 catalyst types from USPTO. Task: Predict which catalyst facilitates the given reaction. (1) Reactant: [C:1]([OH:22])(=[O:21])[CH2:2][CH2:3][CH2:4][CH2:5][CH2:6][CH2:7][CH2:8][CH2:9][CH2:10][CH2:11][CH2:12][CH2:13][CH2:14][CH2:15][CH2:16][CH2:17][C:18]([OH:20])=[O:19].[CH3:23][CH:24]([CH2:27][CH2:28][CH3:29])[CH2:25]O. Product: [CH3:23][CH:24]([CH2:27][CH2:28][CH3:29])[CH2:25][O:19][C:18](=[O:20])[CH2:17][CH2:16][CH2:15][CH2:14][CH2:13][CH2:12][CH2:11][CH2:10][CH2:9][CH2:8][CH2:7][CH2:6][CH2:5][CH2:4][CH2:3][CH2:2][C:1]([O:22][CH2:23][CH:24]([CH3:25])[CH2:27][CH2:28][CH3:29])=[O:21]. The catalyst class is: 11. (2) Reactant: N1[CH:6]=[CH:5][C:4]([NH:7][C:8]([N:10]2[CH2:13][CH:12]([O:14][C:15]3[CH:20]=[CH:19][C:18](I)=[CH:17][N:16]=3)[CH2:11]2)=[O:9])=[N:3]C=1.[F:22][C:23]1[CH:28]=[CH:27][CH:26]=[C:25]([F:29])[C:24]=1[B-](F)(F)F.[K+].CCO.[CH2:38]([N:40](CC)CC)C. Product: [N:40]1[CH:38]=[CH:6][CH:5]=[C:4]([NH:7][C:8]([N:10]2[CH2:11][CH:12]([O:14][C:15]3[CH:20]=[CH:19][C:18]([C:24]4[C:23]([F:22])=[CH:28][CH:27]=[CH:26][C:25]=4[F:29])=[CH:17][N:16]=3)[CH2:13]2)=[O:9])[N:3]=1. The catalyst class is: 2.